From a dataset of Full USPTO retrosynthesis dataset with 1.9M reactions from patents (1976-2016). Predict the reactants needed to synthesize the given product. (1) Given the product [CH2:17]([O:24][CH2:3][C:4]1[N:8]2[C:7]([CH:12]=[CH:11][CH:10]=[CH:9]2)=[CH:6][CH:5]=1)[C:18]1[CH:23]=[CH:22][CH:21]=[CH:20][CH:19]=1, predict the reactants needed to synthesize it. The reactants are: C[Si](C)(C)[C:3]#[C:4]/[CH:5]=[CH:6]\[C:7]1[CH:12]=[CH:11][CH:10]=[CH:9][N:8]=1.[F-].[Cs+].[CH2:17]([OH:24])[C:18]1[CH:23]=[CH:22][CH:21]=[CH:20][CH:19]=1. (2) The reactants are: [CH3:1][O:2][C:3]1[CH:24]=[CH:23][C:6]([CH2:7][N:8]2[CH:12]=[C:11]([C:13](N(OC)C)=[O:14])[C:10]([C:19]([OH:22])([CH3:21])[CH3:20])=[N:9]2)=[CH:5][CH:4]=1.[CH2:25]1COC[CH2:26]1. Given the product [CH3:1][O:2][C:3]1[CH:4]=[CH:5][C:6]([CH2:7][N:8]2[CH:12]=[C:11]([C:13](=[O:14])[CH:25]=[CH2:26])[C:10]([C:19]([OH:22])([CH3:20])[CH3:21])=[N:9]2)=[CH:23][CH:24]=1, predict the reactants needed to synthesize it. (3) Given the product [CH2:24]([C:26]1[N:27]=[C:28]([C:2]2[C:3]([C:14]3[CH:22]=[CH:21][C:20]4[C:16](=[CH:17][N:18]([CH3:23])[N:19]=4)[CH:15]=3)=[N:4][S:5][C:6]=2[NH:7][C:8]([C@@H:10]2[CH2:12][C@H:11]2[CH3:13])=[O:9])[CH:29]=[CH:30][CH:31]=1)[CH3:25], predict the reactants needed to synthesize it. The reactants are: Br[C:2]1[C:3]([C:14]2[CH:22]=[CH:21][C:20]3[C:16](=[CH:17][N:18]([CH3:23])[N:19]=3)[CH:15]=2)=[N:4][S:5][C:6]=1[NH:7][C:8]([C@@H:10]1[CH2:12][C@H:11]1[CH3:13])=[O:9].[CH2:24]([C:26]1[CH:31]=[CH:30][CH:29]=[C:28]([Sn](CCCC)(CCCC)CCCC)[N:27]=1)[CH3:25]. (4) The reactants are: Cl[C:2]1[C:7]2[O:8][CH2:9][CH2:10][NH:11][C:6]=2[N:5]=[CH:4][N:3]=1.[F:12][C:13]([F:18])([F:17])[C:14]([OH:16])=[O:15].[N:19]1([CH2:23][CH2:24][N:25]2[CH:29]=[C:28]([C:30]3[CH:35]=[CH:34][C:33]([F:36])=[C:32]([C:37]([F:40])([F:39])[F:38])[CH:31]=3)[N:27]=[C:26]2[CH:41]2[CH2:46][CH2:45][NH:44][CH2:43][CH2:42]2)[CH2:22][CH2:21][CH2:20]1.C(=O)([O-])[O-].[Cs+].[Cs+]. Given the product [N:19]1([CH2:23][CH2:24][N:25]2[CH:29]=[C:28]([C:30]3[CH:35]=[CH:34][C:33]([F:36])=[C:32]([C:37]([F:40])([F:38])[F:39])[CH:31]=3)[N:27]=[C:26]2[CH:41]2[CH2:42][CH2:43][N:44]([C:2]3[C:7]4[O:8][CH2:9][CH2:10][NH:11][C:6]=4[N:5]=[CH:4][N:3]=3)[CH2:45][CH2:46]2)[CH2:20][CH2:21][CH2:22]1.[C:14]([OH:16])([C:13]([F:18])([F:17])[F:12])=[O:15], predict the reactants needed to synthesize it. (5) Given the product [CH2:3]([N:2]([CH3:1])[C:11]1[C:12]([N+:17]([O-:19])=[O:18])=[N:13][CH:14]=[CH:15][CH:16]=1)[C:4]1[CH:9]=[CH:8][CH:7]=[CH:6][CH:5]=1, predict the reactants needed to synthesize it. The reactants are: [CH3:1][NH:2][CH2:3][C:4]1[CH:9]=[CH:8][CH:7]=[CH:6][CH:5]=1.Cl[C:11]1[C:12]([N+:17]([O-:19])=[O:18])=[N:13][CH:14]=[CH:15][CH:16]=1.